This data is from Forward reaction prediction with 1.9M reactions from USPTO patents (1976-2016). The task is: Predict the product of the given reaction. (1) The product is: [CH2:18]([O:11][C:10]([C:7]1[CH:6]=[CH:5][C:4]([N+:1]([O-:3])=[O:2])=[CH:9][N:8]=1)=[O:12])[CH3:19]. Given the reactants [N+:1]([C:4]1[CH:5]=[CH:6][C:7]([C:10]([OH:12])=[O:11])=[N:8][CH:9]=1)([O-:3])=[O:2].OS(O)(=O)=O.[CH3:18][CH2:19]O, predict the reaction product. (2) Given the reactants Br[C:2]1[C:3]([F:10])=[C:4]([NH2:9])[CH:5]=[CH:6][C:7]=1[F:8].[F:11][C:12]1[C:13](B2OC(C)(C)C(C)(C)O2)=[C:14]([CH:17]=[CH:18][CH:19]=1)[C:15]#[N:16].[F-].[K+].C(P(C(C)(C)C)C(C)(C)C)(C)(C)C, predict the reaction product. The product is: [NH2:9][C:4]1[C:3]([F:10])=[C:2]([C:13]2[C:14]([C:15]#[N:16])=[CH:17][CH:18]=[CH:19][C:12]=2[F:11])[C:7]([F:8])=[CH:6][CH:5]=1.